This data is from Blood-brain barrier permeability classification from the B3DB database. The task is: Regression/Classification. Given a drug SMILES string, predict its absorption, distribution, metabolism, or excretion properties. Task type varies by dataset: regression for continuous measurements (e.g., permeability, clearance, half-life) or binary classification for categorical outcomes (e.g., BBB penetration, CYP inhibition). Dataset: b3db_classification. The drug is CC(=O)OCC(=O)[C@@]1(O)CCC2C3C[C@H](Cl)C4=CC(=O)C=C[C@]4(C)C3C(=O)C[C@@]21C. The result is 1 (penetrates BBB).